This data is from Full USPTO retrosynthesis dataset with 1.9M reactions from patents (1976-2016). The task is: Predict the reactants needed to synthesize the given product. (1) Given the product [Br:17][C:18]1[CH:19]=[C:20]([CH:24]=[CH:25][C:26]=1[N:27]1[C:39]2[CH2:38][CH2:37][CH2:36][C:35](=[O:40])[C:34]=2[C:33]2[C:28]1=[CH:29][CH:30]=[CH:31][CH:32]=2)[C:21]#[N:23], predict the reactants needed to synthesize it. The reactants are: [H-].[Na+].C1C2NC3C(=CC=CC=3)C=2C(=O)CC1.[Br:17][C:18]1[CH:19]=[C:20]([CH:24]=[CH:25][C:26]=1[N:27]1[C:39]2[CH2:38][CH2:37][CH2:36][C:35](=[O:40])[C:34]=2[C:33]2[C:28]1=[CH:29][CH:30]=[CH:31][CH:32]=2)[C:21]([NH2:23])=O.BrC1C=C(C=CC=1F)C#N. (2) Given the product [CH3:15][C:12]1[N:11]=[N:10][C:9]([CH:1]=[CH2:2])=[CH:14][CH:13]=1, predict the reactants needed to synthesize it. The reactants are: [CH:1]([B-](F)(F)F)=[CH2:2].[K+].Br[C:9]1[N:10]=[N:11][C:12]([CH3:15])=[CH:13][CH:14]=1.C1(P(C2C=CC=CC=2)C2C=CC=CC=2)C=CC=CC=1.C([O-])([O-])=O.[Cs+].[Cs+]. (3) Given the product [S:1]1[CH2:6][CH:5]=[C:4]([C:7]2[C:12]([F:13])=[CH:11][C:10]([N:14]3[CH2:18][C@H:17]([CH2:19][N:27]4[CH:35]=[CH:34][N:29]=[N:28]4)[O:16][C:15]3=[O:25])=[CH:9][C:8]=2[F:26])[CH2:3][CH2:2]1, predict the reactants needed to synthesize it. The reactants are: [S:1]1[CH2:6][CH:5]=[C:4]([C:7]2[C:12]([F:13])=[CH:11][C:10]([N:14]3[CH2:18][C@H:17]([CH2:19]OS(C)(=O)=O)[O:16][C:15]3=[O:25])=[CH:9][C:8]=2[F:26])[CH2:3][CH2:2]1.[N-:27]=[N+:28]=[N-:29].[Na+].[N-]=[N+]=[N-].[CH:34]12CC(C=C1)C=[CH:35]2. (4) Given the product [Br:16][C:15]1[C:7]([C:1]2[CH:2]=[CH:3][CH:4]=[CH:5][CH:6]=2)=[N:8][N:9]2[CH2:14][CH2:13][CH2:12][O:11][C:10]=12, predict the reactants needed to synthesize it. The reactants are: [C:1]1([C:7]2[CH:15]=[C:10]3[O:11][CH2:12][CH2:13][CH2:14][N:9]3[N:8]=2)[CH:6]=[CH:5][CH:4]=[CH:3][CH:2]=1.[Br:16]Br.S([O-])([O-])(=O)=S.[Na+].[Na+]. (5) Given the product [CH3:29][C:12]1[CH:11]=[C:10]([S:7]([NH:6][C:30]2[CH:35]=[CH:34][N:33]=[CH:32][N:31]=2)(=[O:8])=[O:9])[CH:15]=[CH:14][C:13]=1[O:16][C@H:17]1[CH2:22][CH2:21][CH2:20][CH2:19][C@@H:18]1[C:23]1[N:27]([CH3:28])[N:26]=[CH:25][CH:24]=1, predict the reactants needed to synthesize it. The reactants are: COC1C=C(OC)C=CC=1C[N:6]([C:30]1[CH:35]=[CH:34][N:33]=[CH:32][N:31]=1)[S:7]([C:10]1[CH:15]=[CH:14][C:13]([O:16][C@H:17]2[CH2:22][CH2:21][CH2:20][CH2:19][C@@H:18]2[C:23]2[N:27]([CH3:28])[N:26]=[CH:25][CH:24]=2)=[C:12]([CH3:29])[CH:11]=1)(=[O:9])=[O:8].C([SiH](CC)CC)C.FC(F)(F)C(O)=O.